From a dataset of Forward reaction prediction with 1.9M reactions from USPTO patents (1976-2016). Predict the product of the given reaction. (1) The product is: [Cl:50][C:51]1[CH:61]=[CH:60][CH:59]=[CH:58][C:52]=1[O:53][CH:54]1[CH2:57][N:56]([C:46](=[O:48])[CH2:45][NH:44][C:42]([C:39]2[CH:38]=[C:37]([C:31]3[CH:32]=[CH:33][CH:34]=[CH:35][CH:36]=3)[NH:41][N:40]=2)=[O:43])[CH2:55]1. Given the reactants CCN(C(C)C)C(C)C.C1C=CC2N(O)N=NC=2C=1.CCN=C=NCCCN(C)C.[C:31]1([C:37]2[NH:41][N:40]=[C:39]([C:42]([NH:44][CH2:45][C:46]([OH:48])=O)=[O:43])[CH:38]=2)[CH:36]=[CH:35][CH:34]=[CH:33][CH:32]=1.Cl.[Cl:50][C:51]1[CH:61]=[CH:60][CH:59]=[CH:58][C:52]=1[O:53][CH:54]1[CH2:57][NH:56][CH2:55]1.Cl.FC(F)(F)C1C=C(C=CC=1)OC1CNC1, predict the reaction product. (2) Given the reactants [CH3:1][C:2]1([CH3:23])[O:6][C:5](=[O:7])[N:4]([C:8]2[CH:16]=[CH:15][C:11]([C:12](O)=[O:13])=[CH:10][CH:9]=2)[C@H:3]1[C:17]1[CH:22]=[CH:21][CH:20]=[CH:19][CH:18]=1.C(N(C(C)C)C(C)C)C.CN(C(ON1N=NC2C=CC=NC1=2)=[N+](C)C)C.F[P-](F)(F)(F)(F)F.[Cl:57][C:58]1[N:59]=[N:60][C:61]([NH:64][NH2:65])=[CH:62][CH:63]=1, predict the reaction product. The product is: [Cl:57][C:58]1[N:59]=[N:60][C:61]([NH:64][NH:65][C:12](=[O:13])[C:11]2[CH:10]=[CH:9][C:8]([N:4]3[C@@H:3]([C:17]4[CH:22]=[CH:21][CH:20]=[CH:19][CH:18]=4)[C:2]([CH3:23])([CH3:1])[O:6][C:5]3=[O:7])=[CH:16][CH:15]=2)=[CH:62][CH:63]=1. (3) Given the reactants [Cl:1][C:2]1[CH:7]=[CH:6][C:5]([C:8]2[CH:12]([C:13]([O:15][CH3:16])=[O:14])[C:11](=O)[O:10][N:9]=2)=[CH:4][CH:3]=1.CCN(CC)CC.O.[OH-].[Na+].O=P(Cl)(Cl)[Cl:30], predict the reaction product. The product is: [Cl:30][C:11]1[O:10][N:9]=[C:8]([C:5]2[CH:6]=[CH:7][C:2]([Cl:1])=[CH:3][CH:4]=2)[C:12]=1[C:13]([O:15][CH3:16])=[O:14]. (4) Given the reactants [CH3:1][C:2]1([CH3:16])[C:6]([CH3:8])([CH3:7])[O:5][B:4]([C:9]2[CH:10]=[C:11]([CH:13]=[CH:14][CH:15]=2)[NH2:12])[O:3]1.C(N(CC)CC)C.[CH2:24]([N:26]=[C:27]=[O:28])[CH3:25], predict the reaction product. The product is: [CH2:24]([NH:26][C:27]([NH:12][C:11]1[CH:13]=[CH:14][CH:15]=[C:9]([B:4]2[O:3][C:2]([CH3:16])([CH3:1])[C:6]([CH3:7])([CH3:8])[O:5]2)[CH:10]=1)=[O:28])[CH3:25].